This data is from Drug-target binding data from BindingDB using IC50 measurements. The task is: Regression. Given a target protein amino acid sequence and a drug SMILES string, predict the binding affinity score between them. We predict pIC50 (pIC50 = -log10(IC50 in M); higher means more potent). Dataset: bindingdb_ic50. (1) The small molecule is CN(C)CCCN(C)CCNC(=O)[C@@H]1CCCN1S(=O)(=O)c1ccc(NNC(=O)NC2c3ccccc3CCc3ccccc32)c([N+](=O)[O-])c1. The target protein (P25023) has sequence MDTRSSLCPKTQAVVAVFWGPGCHLSTCIEMFNITTQALGSAHNGTFSEVNCPDTEWWSWLNAIQAPFLWVLFLLAALENIFVLSVFCLHKTNCTVAEIYLGNLAAADLILACGLPFWAITIANNFDWLFGEVLCRVVNTMIYMNLYSSICFLMLVSIDRYLALVKTMSMGRMRGVRWAKLYSLVIWSCTLLLSSPMLVFRTMKDYREEGHNVTACVIVYPSRSWEVFTNMLLNLVGFLLPLSIITFCTVRIMQVLRNNEMKKFKEVQTEKKATVLVLAVLGLFVLCWFPFQISTFLDTLLRLGVLSGCWNERAVDIVTQISSYVAYSNSCLNPLVYVIVGKRFRKKSREVYQAICRKGGCMGESVQMENSMGTLRTSISVDRQIHKLQDWAGNKQ. The pIC50 is 7.0. (2) The small molecule is O=C(O)c1ccnc(C(=O)O)c1. The target protein sequence is MEPGCDEFLPPPECPVFEPSWAEFQDPLGYIAKIRPIAEKSGICKIRPPADWQPPFAVEVDNFRFTPRVQRLNELEAQTRVKLNYLDQIAKFWEIQGSSLKIPNVERKILDLYSLSKIVIEEGGYEAICKDRRWARVAQRLHYPPGKNIGSLLRSHYERIIYPYEMFQSGANHVQCNTHPFDNEVKDKEYKPHSIPLRQSVQPSKFSSYSRRAKRLQPDPEPTEEDIEKHPELKKLQIYGPGPKMMGLGLMAKDKDKTVHKKVTCPPTVTVKDEQSGGGNVSSTLLKQHLSLEPCTKTTMQLRKNHSSAQFIDSYICQVCSRGDEDDKLLFCDGCDDNYHIFCLLPPLPEIPRGIWRCPKCILAECKQPPEAFGFEQATQEYSLQSFGEMADSFKSDYFNMPVHMVPTELVEKEFWRLVSSIEEDVTVEYGADIHSKEFGSGFPVSNSKQNLSPEEKEYATSGWNLNVMPVLDQSVLCHINADISGMKVPWLYVGMVFSA.... The pIC50 is 5.6. (3) The compound is O=C1CCc2cc(-c3ccc(C(F)(F)F)cc3)ccc2N1. The target protein sequence is MASQPNSSAKKKEEKGKNIQVVVRCRPFNLAERKASAHSIVECDPVRKEVSVRTGGLADKSSRKTYTFDMVFGASTKQIDVYRSVVCPILDEVIMGYNCTIFAYGQTGTGKTFTMEGERSPNEEYTWEEVPLAGIIPRTLHQIFEKLTDNGTEFSVKVSLLEIYNEELFDLLNPSSDVSERLQMFDDPRNKRGVIIKGLEEITVHNKDEVYQILEKGAAKRTTAATLMNAYSSRSHSVFSVTIHMKETTIDGEELVKIGKLNLVDLAGSENIGRSGAVDKRAREAGNINQSLLTLGRVITALVERTPHVPYRESKLTRILQDSLGGRTRTSIIATISPASLNLEETLSTLEYAHRAKNILNKPEVNQKLTKKALIKEYTEEIERLKRDLAAAREKNGVYISEENFRVMSGKLTVQEEQIVELIEKIGAVEEELNRVTELFMDNKNELDQCKSDLQNKTQELETTQKHLQETKLQLVKEEYITSALESTEEKLHDAASKLL.... The pIC50 is 9.3. (4) The small molecule is O=C(OCCn1ccc2cc([N+](=O)[O-])ccc21)c1cccnc1. The target protein (P08164) has sequence MSMQEKIMRELHVKPSIDPKQEIEDRVNFLKQYVKKTGAKGFVLGISGGQDSTLAGRLAQLAVESIREEGGDAQFIAVRLPHGTQQDEDDAQLALKFIKPDKSWKFDIKSTVSAFSDQYQQETGDQLTDFNKGNVKARTRMIAQYAIGGQEGLLVLGTDHAAEAVTGFFTKYGDGGADLLPLTGLTKRQGRTLLKELGAPERLYLKEPTADLLDEKPQQSDETELGISYDEIDDYLEGKEVSAKVSEALEKRYSMTEHKRQVPASMFDDWWK. The pIC50 is 3.0.